From a dataset of NCI-60 drug combinations with 297,098 pairs across 59 cell lines. Regression. Given two drug SMILES strings and cell line genomic features, predict the synergy score measuring deviation from expected non-interaction effect. (1) Drug 1: CCC1(CC2CC(C3=C(CCN(C2)C1)C4=CC=CC=C4N3)(C5=C(C=C6C(=C5)C78CCN9C7C(C=CC9)(C(C(C8N6C=O)(C(=O)OC)O)OC(=O)C)CC)OC)C(=O)OC)O.OS(=O)(=O)O. Drug 2: CCCCC(=O)OCC(=O)C1(CC(C2=C(C1)C(=C3C(=C2O)C(=O)C4=C(C3=O)C=CC=C4OC)O)OC5CC(C(C(O5)C)O)NC(=O)C(F)(F)F)O. Cell line: TK-10. Synergy scores: CSS=37.6, Synergy_ZIP=0.965, Synergy_Bliss=0.478, Synergy_Loewe=-2.24, Synergy_HSA=-1.55. (2) Drug 1: C1=NC2=C(N1)C(=S)N=C(N2)N. Drug 2: CN(CC1=CN=C2C(=N1)C(=NC(=N2)N)N)C3=CC=C(C=C3)C(=O)NC(CCC(=O)O)C(=O)O. Cell line: A549. Synergy scores: CSS=50.9, Synergy_ZIP=-3.74, Synergy_Bliss=-4.02, Synergy_Loewe=-2.98, Synergy_HSA=-0.0933. (3) Drug 1: CC1OCC2C(O1)C(C(C(O2)OC3C4COC(=O)C4C(C5=CC6=C(C=C35)OCO6)C7=CC(=C(C(=C7)OC)O)OC)O)O. Drug 2: CC1C(C(CC(O1)OC2CC(CC3=C2C(=C4C(=C3O)C(=O)C5=C(C4=O)C(=CC=C5)OC)O)(C(=O)C)O)N)O.Cl. Cell line: CCRF-CEM. Synergy scores: CSS=67.4, Synergy_ZIP=2.63, Synergy_Bliss=3.11, Synergy_Loewe=0.708, Synergy_HSA=5.60. (4) Drug 1: CCC1=C2CN3C(=CC4=C(C3=O)COC(=O)C4(CC)O)C2=NC5=C1C=C(C=C5)O. Drug 2: CC1=C(C(=CC=C1)Cl)NC(=O)C2=CN=C(S2)NC3=CC(=NC(=N3)C)N4CCN(CC4)CCO. Synergy scores: CSS=22.8, Synergy_ZIP=-4.46, Synergy_Bliss=-4.95, Synergy_Loewe=-10.7, Synergy_HSA=-3.06. Cell line: M14. (5) Drug 1: C1=CN(C(=O)N=C1N)C2C(C(C(O2)CO)O)O.Cl. Drug 2: C1CN(CCN1C(=O)CCBr)C(=O)CCBr. Cell line: OVCAR-8. Synergy scores: CSS=47.8, Synergy_ZIP=-7.34, Synergy_Bliss=-6.71, Synergy_Loewe=-1.83, Synergy_HSA=0.402. (6) Drug 1: C1CCN(CC1)CCOC2=CC=C(C=C2)C(=O)C3=C(SC4=C3C=CC(=C4)O)C5=CC=C(C=C5)O. Drug 2: C1C(C(OC1N2C=C(C(=O)NC2=O)F)CO)O. Cell line: SNB-19. Synergy scores: CSS=24.9, Synergy_ZIP=-1.88, Synergy_Bliss=-3.91, Synergy_Loewe=-15.7, Synergy_HSA=-2.77.